From a dataset of Full USPTO retrosynthesis dataset with 1.9M reactions from patents (1976-2016). Predict the reactants needed to synthesize the given product. (1) Given the product [CH3:14][C:13]1([CH3:15])[O:7][C:1](=[O:6])[CH2:2][C:3](=[O:5])[O:4]1, predict the reactants needed to synthesize it. The reactants are: [C:1]([OH:7])(=[O:6])[CH2:2][C:3]([OH:5])=[O:4].S(=O)(=O)(O)O.[CH2:13]([CH:15]1CCC(=O)CC1)[CH3:14]. (2) Given the product [F:25][C:22]1[CH:23]=[CH:24][C:19]([C:18]([NH:17][CH2:16][C:7]2([C:12]([F:15])([F:14])[F:13])[C:6]3[CH:27]=[C:2]([C:36]4[NH:35][N:34]=[CH:38][CH:37]=4)[CH:3]=[CH:4][C:5]=3[NH:10][C:9](=[O:11])[O:8]2)=[O:26])=[CH:20][CH:21]=1, predict the reactants needed to synthesize it. The reactants are: Br[C:2]1[CH:3]=[CH:4][C:5]2[NH:10][C:9](=[O:11])[O:8][C:7]([CH2:16][NH:17][C:18](=[O:26])[C:19]3[CH:24]=[CH:23][C:22]([F:25])=[CH:21][CH:20]=3)([C:12]([F:15])([F:14])[F:13])[C:6]=2[CH:27]=1.O1CCCCC1[N:34]1[C:38](B(O)O)=[CH:37][CH:36]=[N:35]1.O.O.O.P([O-])([O-])([O-])=O.[K+].[K+].[K+].Cl. (3) Given the product [NH2:4][C@:5]1([C:22]([OH:23])=[O:53])[C@@H:9]([CH2:10][CH2:11][CH2:12][B:13]([OH:14])[OH:17])[CH2:8][N:7]([CH2:49][CH:46]2[CH2:47][CH2:48][NH:43][CH2:44][CH2:45]2)[CH2:6]1, predict the reactants needed to synthesize it. The reactants are: C([NH:4][C@:5]1([C:22](NC(C)(C)C)=[O:23])[C@@H:9]([CH2:10][CH2:11][CH2:12][B:13]2[O:17]C(C)(C)C(C)(C)[O:14]2)[CH2:8][NH:7][CH2:6]1)(=O)C.S([O-])([O-])(=O)=O.[Na+].[Na+].C([N:43]1[CH2:48][CH2:47][CH:46]([CH:49]=O)[CH2:45][CH2:44]1)(OC(C)(C)C)=O.C(O[BH-](OC(=O)C)OC(=O)C)(=[O:53])C.[Na+].C(=O)([O-])[O-].[Na+].[Na+]. (4) Given the product [NH2:19][C:11]1[O:12][C@H:13]([C:15]([F:18])([F:17])[F:16])[CH2:14][C@:9]([C:3]2[CH:4]=[C:5]([C:32]#[C:31][C:24]3[C:23]([Cl:22])=[CH:30][C:27]([C:28]#[N:29])=[CH:26][N:25]=3)[CH:6]=[CH:7][C:2]=2[F:1])([CH2:20][F:21])[N:10]=1, predict the reactants needed to synthesize it. The reactants are: [F:1][C:2]1[CH:7]=[CH:6][C:5](I)=[CH:4][C:3]=1[C@:9]1([CH2:20][F:21])[CH2:14][C@@H:13]([C:15]([F:18])([F:17])[F:16])[O:12][C:11]([NH2:19])=[N:10]1.[Cl:22][C:23]1[C:24]([C:31]#[C:32][Si](C)(C)C)=[N:25][CH:26]=[C:27]([CH:30]=1)[C:28]#[N:29]. (5) Given the product [CH3:1][N:2]1[CH2:5][C:4]2([CH2:14][C:13](=[O:15])[C:12]3[C:7](=[CH:8][CH:9]=[C:10](/[CH:16]=[CH:17]/[C:18]([NH:20][OH:21])=[O:19])[CH:11]=3)[O:6]2)[CH2:3]1, predict the reactants needed to synthesize it. The reactants are: [CH3:1][N:2]1[CH2:5][C:4]2([CH2:14][C:13](=[O:15])[C:12]3[C:7](=[CH:8][CH:9]=[C:10](/[CH:16]=[CH:17]/[C:18]([NH:20][O:21]C4CCCCO4)=[O:19])[CH:11]=3)[O:6]2)[CH2:3]1.Cl.